Dataset: Full USPTO retrosynthesis dataset with 1.9M reactions from patents (1976-2016). Task: Predict the reactants needed to synthesize the given product. (1) Given the product [CH2:20]([N:27]([C:28]1[CH:33]=[CH:32][N:31]=[CH:30][CH:29]=1)[C:16]1[C:15]2[C:10](=[N:11][CH:12]=[CH:13][N:14]=2)[N:9]=[C:8]([C:6]2[CH:7]=[C:2]([Br:1])[CH:3]=[CH:4][C:5]=2[F:19])[N:17]=1)[C:21]1[CH:22]=[CH:23][CH:24]=[CH:25][CH:26]=1, predict the reactants needed to synthesize it. The reactants are: [Br:1][C:2]1[CH:3]=[CH:4][C:5]([F:19])=[C:6]([C:8]2[NH:17][C:16](=O)[C:15]3[C:10](=[N:11][CH:12]=[CH:13][N:14]=3)[N:9]=2)[CH:7]=1.[CH2:20]([NH:27][C:28]1[CH:33]=[CH:32][N:31]=[CH:30][CH:29]=1)[C:21]1[CH:26]=[CH:25][CH:24]=[CH:23][CH:22]=1.C(N(C1C=CN=CC=1)C1C2C(=NC=CN=2)N=C(C2C=C(Br)C=CC=2F)N=1)CCC. (2) Given the product [CH:37]1([N:36]([CH:30]2[CH2:31][CH2:32][CH2:33][CH2:34][CH2:35]2)[C:23]([NH:17][C:4]2[S:5][C:6]([S:7]([N:10]3[CH2:15][CH2:14][N:13]([CH3:16])[CH2:12][CH2:11]3)(=[O:9])=[O:8])=[C:2]([CH3:1])[N:3]=2)=[O:24])[CH2:38][CH2:39][CH2:40][CH2:41][CH2:42]1, predict the reactants needed to synthesize it. The reactants are: [CH3:1][C:2]1[N:3]=[C:4]([NH2:17])[S:5][C:6]=1[S:7]([N:10]1[CH2:15][CH2:14][N:13]([CH3:16])[CH2:12][CH2:11]1)(=[O:9])=[O:8].C1N=CN([C:23](N2C=NC=C2)=[O:24])C=1.[CH:30]1([NH:36][CH:37]2[CH2:42][CH2:41][CH2:40][CH2:39][CH2:38]2)[CH2:35][CH2:34][CH2:33][CH2:32][CH2:31]1.O. (3) Given the product [C:21]([C:11]1[CH:12]=[N:13][C:14]2[CH:15]=[CH:16][C:17](=[O:20])[N:18]3[C@H:7]([CH2:6][N:23]4[CH2:24][CH2:25][CH:26]([NH:29][C:30](=[O:36])[O:31][C:32]([CH3:34])([CH3:33])[CH3:35])[CH2:27][CH2:28]4)[CH2:8][O:9][C:10]=1[C:19]=23)#[N:22], predict the reactants needed to synthesize it. The reactants are: CS(O[CH2:6][C@H:7]1[N:18]2[C:19]3[C:10](=[C:11]([C:21]#[N:22])[CH:12]=[N:13][C:14]=3[CH:15]=[CH:16][C:17]2=[O:20])[O:9][CH2:8]1)(=O)=O.[NH:23]1[CH2:28][CH2:27][CH:26]([NH:29][C:30](=[O:36])[O:31][C:32]([CH3:35])([CH3:34])[CH3:33])[CH2:25][CH2:24]1. (4) Given the product [F:1][C:2]1[CH:12]=[CH:11][C:5]2[NH:6][C@@H:7]([CH3:10])[CH2:8][O:9][C:4]=2[C:3]=1[F:13], predict the reactants needed to synthesize it. The reactants are: [F:1][C:2]1[CH:12]=[CH:11][C:5]2[N:6]=[C:7]([CH3:10])[CH2:8][O:9][C:4]=2[C:3]=1[F:13].